This data is from NCI-60 drug combinations with 297,098 pairs across 59 cell lines. The task is: Regression. Given two drug SMILES strings and cell line genomic features, predict the synergy score measuring deviation from expected non-interaction effect. (1) Drug 1: C1CC(=O)NC(=O)C1N2CC3=C(C2=O)C=CC=C3N. Drug 2: CC1C(C(CC(O1)OC2CC(OC(C2O)C)OC3=CC4=CC5=C(C(=O)C(C(C5)C(C(=O)C(C(C)O)O)OC)OC6CC(C(C(O6)C)O)OC7CC(C(C(O7)C)O)OC8CC(C(C(O8)C)O)(C)O)C(=C4C(=C3C)O)O)O)O. Cell line: UO-31. Synergy scores: CSS=-0.919, Synergy_ZIP=-0.528, Synergy_Bliss=-2.10, Synergy_Loewe=-2.68, Synergy_HSA=-2.66. (2) Drug 1: CC1C(C(=O)NC(C(=O)N2CCCC2C(=O)N(CC(=O)N(C(C(=O)O1)C(C)C)C)C)C(C)C)NC(=O)C3=C4C(=C(C=C3)C)OC5=C(C(=O)C(=C(C5=N4)C(=O)NC6C(OC(=O)C(N(C(=O)CN(C(=O)C7CCCN7C(=O)C(NC6=O)C(C)C)C)C)C(C)C)C)N)C. Drug 2: C(CCl)NC(=O)N(CCCl)N=O. Cell line: NCI-H226. Synergy scores: CSS=11.7, Synergy_ZIP=-3.38, Synergy_Bliss=1.54, Synergy_Loewe=2.14, Synergy_HSA=2.18. (3) Drug 1: CNC(=O)C1=CC=CC=C1SC2=CC3=C(C=C2)C(=NN3)C=CC4=CC=CC=N4. Drug 2: CCC1=CC2CC(C3=C(CN(C2)C1)C4=CC=CC=C4N3)(C5=C(C=C6C(=C5)C78CCN9C7C(C=CC9)(C(C(C8N6C)(C(=O)OC)O)OC(=O)C)CC)OC)C(=O)OC.C(C(C(=O)O)O)(C(=O)O)O. Cell line: OVCAR-8. Synergy scores: CSS=34.4, Synergy_ZIP=2.88, Synergy_Bliss=6.99, Synergy_Loewe=-11.8, Synergy_HSA=6.07. (4) Drug 2: C1=NC2=C(N=C(N=C2N1C3C(C(C(O3)CO)O)F)Cl)N. Synergy scores: CSS=-0.715, Synergy_ZIP=0.610, Synergy_Bliss=-1.29, Synergy_Loewe=-3.46, Synergy_HSA=-6.08. Cell line: NCI-H322M. Drug 1: CC1=CC=C(C=C1)C2=CC(=NN2C3=CC=C(C=C3)S(=O)(=O)N)C(F)(F)F.